This data is from Forward reaction prediction with 1.9M reactions from USPTO patents (1976-2016). The task is: Predict the product of the given reaction. (1) Given the reactants [Br:1][C:2]1[CH:11]=[C:10]([I:12])[C:5]([C:6](OC)=[O:7])=[CH:4][N:3]=1.[H-].C([Al+]CC(C)C)C(C)C, predict the reaction product. The product is: [Br:1][C:2]1[N:3]=[CH:4][C:5]([CH2:6][OH:7])=[C:10]([I:12])[CH:11]=1. (2) Given the reactants [Na].[NH2:2][C:3]1[CH:8]=[CH:7][CH:6]=[CH:5][CH:4]=1.[CH2:9]=O.[N:11]1([C:16]([O:18][C:19]([CH3:22])([CH3:21])[CH3:20])=[O:17])[CH:15]=[CH:14][CH2:13][CH2:12]1, predict the reaction product. The product is: [N:11]1([C:16]([O:18][C:19]([CH3:22])([CH3:21])[CH3:20])=[O:17])[C@@H:12]2[C@@H:13]([CH2:9][NH:2][CH:3]3[CH:8]2[CH:7]=[CH:6][CH:5]=[CH:4]3)[CH2:14][CH2:15]1. (3) Given the reactants O1CCCCC1[N:7]1[C:15]2[C:10](=[CH:11][C:12]([C:16]3[N:20]=[CH:19][N:18](C(C4C=CC=CC=4)(C4C=CC=CC=4)C4C=CC=CC=4)[N:17]=3)=[CH:13][CH:14]=2)[C:9]([C:40]2[CH:41]=[C:42]([NH:46][C:47](=[O:57])[CH:48]([O:50][C:51]3[CH:56]=[CH:55][CH:54]=[CH:53][CH:52]=3)[CH3:49])[CH:43]=[CH:44][CH:45]=2)=[N:8]1, predict the reaction product. The product is: [NH:18]1[CH:19]=[N:20][C:16]([C:12]2[CH:11]=[C:10]3[C:15](=[CH:14][CH:13]=2)[NH:7][N:8]=[C:9]3[C:40]2[CH:41]=[C:42]([NH:46][C:47](=[O:57])[CH:48]([O:50][C:51]3[CH:52]=[CH:53][CH:54]=[CH:55][CH:56]=3)[CH3:49])[CH:43]=[CH:44][CH:45]=2)=[N:17]1. (4) Given the reactants [CH3:1][O:2][C:3]1[CH:12]=[C:11]2[C:6]([CH:7]=[CH:8][C:9]([C:13]#N)=[CH:10]2)=[CH:5][CH:4]=1.[OH-:15].[K+].Cl.[OH2:18], predict the reaction product. The product is: [CH3:1][O:2][C:3]1[CH:12]=[C:11]2[C:6]([CH:7]=[CH:8][C:9]([C:13]([OH:18])=[O:15])=[CH:10]2)=[CH:5][CH:4]=1. (5) Given the reactants Br[C:2]1[N:6]2[N:7]=[C:8]([C:11]3[CH:31]=[CH:30][C:14]([C:15]([N:17]4[CH2:22][CH2:21][N:20]([C:23]([O:25][C:26]([CH3:29])([CH3:28])[CH3:27])=[O:24])[CH2:19][CH2:18]4)=[O:16])=[CH:13][CH:12]=3)[CH:9]=[CH:10][C:5]2=[N:4][CH:3]=1.C([O-])([O-])=O.[Cs+].[Cs+].CC1(C)C(C)(C)OB([C:46]2[CH:47]=[C:48]3[C:52](=[CH:53][CH:54]=2)[NH:51][C:50](=[O:55])[CH2:49]3)O1, predict the reaction product. The product is: [O:55]=[C:50]1[CH2:49][C:48]2[C:52](=[CH:53][CH:54]=[C:46]([C:2]3[N:6]4[N:7]=[C:8]([C:11]5[CH:31]=[CH:30][C:14]([C:15]([N:17]6[CH2:18][CH2:19][N:20]([C:23]([O:25][C:26]([CH3:28])([CH3:29])[CH3:27])=[O:24])[CH2:21][CH2:22]6)=[O:16])=[CH:13][CH:12]=5)[CH:9]=[CH:10][C:5]4=[N:4][CH:3]=3)[CH:47]=2)[NH:51]1. (6) Given the reactants [SH:1][C:2]1[S:3][CH:4]=[N:5][N:6]=1.[N:7]1[C:15]2[C:10](=[N:11][CH:12]=[CH:13][CH:14]=2)[S:9][C:8]=1[NH2:16].Cl[C:18]1[C:19]2[N:27]=[C:26](Cl)[CH:25]=[CH:24][C:20]=2[N:21]=[CH:22][N:23]=1, predict the reaction product. The product is: [S:3]1[CH:4]=[N:5][N:6]=[C:2]1[S:1][C:26]1[CH:25]=[CH:24][C:20]2[N:21]=[CH:22][N:23]=[C:18]([NH:16][C:8]3[S:9][C:10]4[C:15]([N:7]=3)=[CH:14][CH:13]=[CH:12][N:11]=4)[C:19]=2[N:27]=1. (7) Given the reactants [C:1]([NH:4][CH2:5][CH2:6][C:7]1[CH:12]=[CH:11][CH:10]=[CH:9][CH:8]=1)(=[O:3])[CH3:2].[H-].[Na+].[CH2:15](Br)[C:16]1[CH:21]=[CH:20][CH:19]=[CH:18][CH:17]=1, predict the reaction product. The product is: [CH2:15]([N:4]([CH2:5][CH2:6][C:7]1[CH:12]=[CH:11][CH:10]=[CH:9][CH:8]=1)[C:1](=[O:3])[CH3:2])[C:16]1[CH:21]=[CH:20][CH:19]=[CH:18][CH:17]=1. (8) Given the reactants [Cl:8][CH2:7][C:6](O[C:6](=[O:9])[CH2:7][Cl:8])=[O:9].O[NH:11][C:12](=[NH:21])[CH2:13][C:14]1[CH:19]=[CH:18][CH:17]=[C:16]([I:20])[CH:15]=1, predict the reaction product. The product is: [Cl:8][CH2:7][C:6]1[O:9][N:21]=[C:12]([CH2:13][C:14]2[CH:19]=[CH:18][CH:17]=[C:16]([I:20])[CH:15]=2)[N:11]=1. (9) Given the reactants [CH2:1]([N:8]1[CH2:13][CH2:12][N:11]([C:14]([C:16]2[CH:20]=[C:19]([CH3:21])[N:18]([C:22]3[CH:27]=[CH:26][CH:25]=[CH:24][CH:23]=3)[C:17]=2[C:28]2[CH:33]=[CH:32][CH:31]=[CH:30][CH:29]=2)=[O:15])[CH:10]([CH2:34][CH2:35][OH:36])[CH2:9]1)[C:2]1[CH:7]=[CH:6][CH:5]=[CH:4][CH:3]=1.C(N(CC)CC)C.C(=O)(O)[O-].[Na+], predict the reaction product. The product is: [CH2:1]([N:8]1[CH2:13][CH2:12][N:11]([C:14]([C:16]2[CH:20]=[C:19]([CH3:21])[N:18]([C:22]3[CH:27]=[CH:26][CH:25]=[CH:24][CH:23]=3)[C:17]=2[C:28]2[CH:29]=[CH:30][CH:31]=[CH:32][CH:33]=2)=[O:15])[CH:10]([CH2:34][CH:35]=[O:36])[CH2:9]1)[C:2]1[CH:7]=[CH:6][CH:5]=[CH:4][CH:3]=1.